The task is: Predict the product of the given reaction.. This data is from Forward reaction prediction with 1.9M reactions from USPTO patents (1976-2016). (1) The product is: [Cl:28][C:24]1[CH:23]=[C:22]([C:13]2[C:12]3[C:17](=[CH:18][CH:19]=[C:10]([C:9]([OH:35])([C:29]4[N:33]([CH3:34])[CH:32]=[N:31][CH:30]=4)[C:6]4[CH:5]=[CH:4][C:3]([CH2:2][C:36]#[N:37])=[CH:8][CH:7]=4)[CH:11]=3)[N:16]([CH3:20])[C:15](=[O:21])[CH:14]=2)[CH:27]=[CH:26][CH:25]=1. Given the reactants Cl[CH2:2][C:3]1[CH:8]=[CH:7][C:6]([C:9]([OH:35])([C:29]2[N:33]([CH3:34])[CH:32]=[N:31][CH:30]=2)[C:10]2[CH:11]=[C:12]3[C:17](=[CH:18][CH:19]=2)[N:16]([CH3:20])[C:15](=[O:21])[CH:14]=[C:13]3[C:22]2[CH:27]=[CH:26][CH:25]=[C:24]([Cl:28])[CH:23]=2)=[CH:5][CH:4]=1.[C-:36]#[N:37].[Na+].O.C([O-])([O-])=O.[K+].[K+], predict the reaction product. (2) Given the reactants [C:1]([C:5]1[CH:10]=[CH:9][C:8]([CH3:11])=[C:7]([N+:12]([O-])=O)[CH:6]=1)([CH3:4])([CH3:3])[CH3:2], predict the reaction product. The product is: [C:1]([C:5]1[CH:10]=[CH:9][C:8]([CH3:11])=[C:7]([CH:6]=1)[NH2:12])([CH3:4])([CH3:3])[CH3:2]. (3) Given the reactants Cl[C:2]1[C:7]([C:8]([O:10][CH2:11][CH3:12])=[O:9])=[C:6]([CH3:13])[N:5]=[CH:4][N:3]=1.[Cl:14][C:15]1[CH:21]=[C:20]([O:22][CH3:23])[C:19]([O:24][CH2:25][C:26]2[C:31]([O:32][CH3:33])=[CH:30][CH:29]=[C:28]([F:34])[C:27]=2[F:35])=[CH:18][C:16]=1[NH2:17].C(N(CC)C(C)C)(C)C.O, predict the reaction product. The product is: [Cl:14][C:15]1[CH:21]=[C:20]([O:22][CH3:23])[C:19]([O:24][CH2:25][C:26]2[C:31]([O:32][CH3:33])=[CH:30][CH:29]=[C:28]([F:34])[C:27]=2[F:35])=[CH:18][C:16]=1[NH:17][C:2]1[C:7]([C:8]([O:10][CH2:11][CH3:12])=[O:9])=[C:6]([CH3:13])[N:5]=[CH:4][N:3]=1. (4) Given the reactants [Si:1]([O:8][CH2:9][C@@H:10]1[C@@H:14]([OH:15])[CH2:13][C@H:12]([NH:16][C:17]2[C:22]([C:23]([C:25]3[S:26][C:27]([CH3:41])=[C:28]([C@H:30]4[C:39]5[C:34](=[CH:35][CH:36]=[C:37]([Cl:40])[CH:38]=5)[CH2:33][CH2:32][O:31]4)[CH:29]=3)=[O:24])=[CH:21][N:20]=[CH:19][N:18]=2)[CH2:11]1)([C:4]([CH3:7])([CH3:6])[CH3:5])([CH3:3])[CH3:2].[C:42]([O:46][C:47]([NH:49][C@H:50]([C:54](O)=[O:55])[CH:51]([CH3:53])[CH3:52])=[O:48])([CH3:45])([CH3:44])[CH3:43].Cl.CN(C)CCCN=C=NCC, predict the reaction product. The product is: [C:42]([O:46][C:47]([NH:49][C@@H:50]([CH:51]([CH3:53])[CH3:52])[C:54]([O:15][C@H:14]1[CH2:13][C@H:12]([NH:16][C:17]2[C:22]([C:23]([C:25]3[S:26][C:27]([CH3:41])=[C:28]([C@H:30]4[C:39]5[C:34](=[CH:35][CH:36]=[C:37]([Cl:40])[CH:38]=5)[CH2:33][CH2:32][O:31]4)[CH:29]=3)=[O:24])=[CH:21][N:20]=[CH:19][N:18]=2)[CH2:11][C@@H:10]1[CH2:9][O:8][Si:1]([C:4]([CH3:5])([CH3:6])[CH3:7])([CH3:3])[CH3:2])=[O:55])=[O:48])([CH3:45])([CH3:44])[CH3:43]. (5) Given the reactants Cl[C:2]1[N:7]=[C:6]([C:8]2[S:12][CH:11]=[N:10][C:9]=2[C:13]2[CH:14]=[C:15]([NH:19][S:20]([C:23]3[C:28]([F:29])=[CH:27][CH:26]=[CH:25][C:24]=3[F:30])(=[O:22])=[O:21])[CH:16]=[CH:17][CH:18]=2)[CH:5]=[CH:4][N:3]=1, predict the reaction product. The product is: [F:30][C:24]1[CH:25]=[CH:26][CH:27]=[C:28]([F:29])[C:23]=1[S:20]([NH:19][C:15]1[CH:16]=[CH:17][CH:18]=[C:13]([C:9]2[N:10]=[CH:11][S:12][C:8]=2[C:6]2[CH:5]=[CH:4][N:3]=[C:2]([NH:10][CH2:9][CH:13]([CH3:14])[CH3:18])[N:7]=2)[CH:14]=1)(=[O:22])=[O:21]. (6) The product is: [CH2:14]([C:16]1[O:20][C:19]([C:21]2[CH:22]=[CH:23][C:24]([O:27][C:28]([F:30])([F:31])[F:29])=[CH:25][CH:26]=2)=[N:18][C:17]=1[CH2:32][CH2:33][O:1][C:2]1[CH:3]=[C:4]([CH2:9][C:10]([O:12][CH3:13])=[O:11])[CH:5]=[CH:6][C:7]=1[CH3:8])[CH3:15]. Given the reactants [OH:1][C:2]1[CH:3]=[C:4]([CH2:9][C:10]([O:12][CH3:13])=[O:11])[CH:5]=[CH:6][C:7]=1[CH3:8].[CH2:14]([C:16]1[O:20][C:19]([C:21]2[CH:26]=[CH:25][C:24]([O:27][C:28]([F:31])([F:30])[F:29])=[CH:23][CH:22]=2)=[N:18][C:17]=1[CH2:32][CH2:33]O)[CH3:15].C1(P(C2C=CC=CC=2)C2C=CC=CC=2)C=CC=CC=1.N(C(N1CCCCC1)=O)=NC(N1CCCCC1)=O, predict the reaction product. (7) The product is: [C:1]([O:5][C:6](=[O:21])[CH2:7][C@@:8]1([CH2:17][NH2:18])[CH2:14][C@@H:13]2[C@H:9]1[CH:10]=[C:11]([CH2:15][CH3:16])[CH2:12]2)([CH3:3])([CH3:2])[CH3:4]. Given the reactants [C:1]([O:5][C:6](=[O:21])[CH2:7][C@@:8]1([CH2:17][N+:18]([O-])=O)[CH2:14][C@@H:13]2[C@H:9]1[CH:10]=[C:11]([CH2:15][CH3:16])[CH2:12]2)([CH3:4])([CH3:3])[CH3:2].[Cl-].[NH4+], predict the reaction product. (8) Given the reactants O.NN.[Cl:4][C:5]1[CH:22]=[CH:21][C:8]([O:9][N:10]2C(=O)C3=CC=CC=C3C2=O)=[CH:7][CH:6]=1, predict the reaction product. The product is: [Cl:4][C:5]1[CH:22]=[CH:21][C:8]([O:9][NH2:10])=[CH:7][CH:6]=1. (9) Given the reactants [Br:1][C:2]1[CH:9]=[CH:8][C:5]([CH:6]=O)=[CH:4][CH:3]=1.[NH2:10][OH:11].Cl.O, predict the reaction product. The product is: [Br:1][C:2]1[CH:9]=[CH:8][C:5]([CH:6]=[N:10][OH:11])=[CH:4][CH:3]=1. (10) Given the reactants [CH3:1][O:2][C:3]1[N:4]=[CH:5][C:6]2[CH:12]=[CH:11][C:10](=[O:13])[N:9]([CH2:14][CH:15]=O)[C:7]=2[N:8]=1.[O:17]1[C:26]2[CH:25]=[C:24]([CH2:27][N:28]([CH:36]3[CH2:41][CH2:40][NH:39][CH2:38][CH2:37]3)[C:29](=[O:35])[O:30][C:31]([CH3:34])([CH3:33])[CH3:32])[N:23]=[CH:22][C:21]=2[O:20][CH2:19][CH2:18]1.C(O[BH-](OC(=O)C)OC(=O)C)(=O)C.[Na+].C(=O)([O-])O.[Na+], predict the reaction product. The product is: [O:17]1[C:26]2[CH:25]=[C:24]([CH2:27][N:28]([CH:36]3[CH2:41][CH2:40][N:39]([CH2:15][CH2:14][N:9]4[C:7]5[N:8]=[C:3]([O:2][CH3:1])[N:4]=[CH:5][C:6]=5[CH:12]=[CH:11][C:10]4=[O:13])[CH2:38][CH2:37]3)[C:29](=[O:35])[O:30][C:31]([CH3:34])([CH3:33])[CH3:32])[N:23]=[CH:22][C:21]=2[O:20][CH2:19][CH2:18]1.